From a dataset of Full USPTO retrosynthesis dataset with 1.9M reactions from patents (1976-2016). Predict the reactants needed to synthesize the given product. (1) Given the product [CH:18]1([C:24]2[CH:29]=[CH:28][C:27]([C:30]3[N:34]([C:35]4[CH:40]=[CH:39][CH:38]=[CH:37][CH:36]=4)[N:33]=[C:32]([CH2:41][NH:17][CH2:16][CH2:15][N:12]4[CH2:11][CH2:10][N:9]([C:6]5[CH:5]=[CH:4][C:3]([O:2][CH3:1])=[CH:8][CH:7]=5)[CH2:14][CH2:13]4)[CH:31]=3)=[CH:26][CH:25]=2)[CH2:19][CH2:20][CH2:21][CH2:22][CH2:23]1, predict the reactants needed to synthesize it. The reactants are: [CH3:1][O:2][C:3]1[CH:8]=[CH:7][C:6]([N:9]2[CH2:14][CH2:13][N:12]([CH2:15][CH2:16][NH2:17])[CH2:11][CH2:10]2)=[CH:5][CH:4]=1.[CH:18]1([C:24]2[CH:29]=[CH:28][C:27]([C:30]3[N:34]([C:35]4[CH:40]=[CH:39][CH:38]=[CH:37][CH:36]=4)[N:33]=[C:32]([CH:41]=O)[CH:31]=3)=[CH:26][CH:25]=2)[CH2:23][CH2:22][CH2:21][CH2:20][CH2:19]1. (2) The reactants are: [F:1][C:2]([F:34])([F:33])[CH2:3][NH:4][C:5]([NH:7][C:8]1[CH:9]=[C:10]([C:14]2[N:18]3[N:19]=[CH:20][C:21]([C:23]4[CH:24]=[N:25][N:26]([CH:28]([CH3:32])[C:29]([OH:31])=O)[CH:27]=4)=[CH:22][C:17]3=[N:16][CH:15]=2)[CH:11]=[CH:12][CH:13]=1)=[O:6].[CH3:35][NH2:36]. Given the product [CH3:35][NH:36][C:29](=[O:31])[CH:28]([N:26]1[CH:27]=[C:23]([C:21]2[CH:20]=[N:19][N:18]3[C:14]([C:10]4[CH:11]=[CH:12][CH:13]=[C:8]([NH:7][C:5]([NH:4][CH2:3][C:2]([F:1])([F:34])[F:33])=[O:6])[CH:9]=4)=[CH:15][N:16]=[C:17]3[CH:22]=2)[CH:24]=[N:25]1)[CH3:32], predict the reactants needed to synthesize it. (3) Given the product [N+:1]([C:4]1[CH:5]=[N:6][N:7]([CH2:11][CH2:12][N:13]2[CH2:17][CH2:16][CH2:15][CH2:14]2)[CH:8]=1)([O-:3])=[O:2], predict the reactants needed to synthesize it. The reactants are: [N+:1]([C:4]1[CH:5]=[N:6][NH:7][CH:8]=1)([O-:3])=[O:2].Cl.Cl[CH2:11][CH2:12][N:13]1[CH2:17][CH2:16][CH2:15][CH2:14]1.C(=O)([O-])[O-].[K+].[K+]. (4) Given the product [Cl:8][C:6]1[N:7]=[C:2]([N:22]2[C:23]3[C:19](=[CH:18][C:17]([Br:16])=[CH:25][C:24]=3[Br:26])[CH2:20][CH2:21]2)[C:3](=[O:15])[N:4]([C@H:9]([CH:12]2[CH2:14][CH2:13]2)[CH2:10][CH3:11])[CH:5]=1, predict the reactants needed to synthesize it. The reactants are: Cl[C:2]1[C:3](=[O:15])[N:4]([C@H:9]([CH:12]2[CH2:14][CH2:13]2)[CH2:10][CH3:11])[CH:5]=[C:6]([Cl:8])[N:7]=1.[Br:16][C:17]1[CH:18]=[C:19]2[C:23](=[C:24]([Br:26])[CH:25]=1)[NH:22][CH2:21][CH2:20]2.